Dataset: Full USPTO retrosynthesis dataset with 1.9M reactions from patents (1976-2016). Task: Predict the reactants needed to synthesize the given product. (1) Given the product [CH:9]([OH:10])=[O:52].[Cl:32][C:24]1[N:23]=[CH:22][C:21]([C:19]2[CH:18]=[C:17]3[C:13]([CH:14]=[N:15][NH:16]3)=[C:12]([NH:11][C:9]([C:7]3[CH:6]=[CH:5][CH:4]=[C:3]([CH2:2][N:47]4[CH2:46][CH2:45][N:44]([CH:49]([CH3:51])[CH3:50])[CH:43]([CH3:42])[CH2:48]4)[N:8]=3)=[O:10])[CH:20]=2)=[CH:26][C:25]=1[NH:27][S:28]([CH3:31])(=[O:29])=[O:30], predict the reactants needed to synthesize it. The reactants are: Cl[CH2:2][C:3]1[N:8]=[C:7]([C:9]([NH:11][C:12]2[CH:20]=[C:19]([C:21]3[CH:22]=[N:23][C:24]([Cl:32])=[C:25]([NH:27][S:28]([CH3:31])(=[O:30])=[O:29])[CH:26]=3)[CH:18]=[C:17]3[C:13]=2[CH:14]=[N:15][N:16]3S(C2C=CC=CC=2)(=O)=O)=[O:10])[CH:6]=[CH:5][CH:4]=1.[CH3:42][CH:43]1[CH2:48][NH:47][CH2:46][CH2:45][N:44]1[CH:49]([CH3:51])[CH3:50].[OH-:52].[Na+].Cl. (2) Given the product [CH3:59][C:53]1[NH:52][C:51](=[O:60])[C:50]([CH2:49][NH:48][C:13]([C:4]2[C:5]3[CH:6]=[N:7][N:8]([CH2:11][CH3:12])[C:9]=3[CH:10]=[C:2]([Br:1])[CH:3]=2)=[O:15])=[C:55]([CH2:56][CH2:57][CH3:58])[CH:54]=1, predict the reactants needed to synthesize it. The reactants are: [Br:1][C:2]1[CH:3]=[C:4]([C:13]([OH:15])=O)[C:5]2[CH:6]=[N:7][N:8]([CH2:11][CH3:12])[C:9]=2[CH:10]=1.CCN=C=NCCCN(C)C.Cl.C1C=CC2N(O)N=NC=2C=1.O.CCN(C(C)C)C(C)C.[NH2:48][CH2:49][C:50]1[C:51](=[O:60])[NH:52][C:53]([CH3:59])=[CH:54][C:55]=1[CH2:56][CH2:57][CH3:58]. (3) Given the product [F:27][C:26]([F:29])([F:28])[C:24]([OH:30])=[O:25].[CH3:1][O:2][C:3](=[O:23])[C@H:4]([CH:20]([CH3:22])[CH3:21])[NH:5][C:6](=[O:19])[C@H:7]([CH:16]([CH3:17])[CH3:18])[NH2:8], predict the reactants needed to synthesize it. The reactants are: [CH3:1][O:2][C:3](=[O:23])[C@H:4]([CH:20]([CH3:22])[CH3:21])[NH:5][C:6](=[O:19])[C@H:7]([CH:16]([CH3:18])[CH3:17])[NH:8]C(OC(C)(C)C)=O.[C:24]([OH:30])([C:26]([F:29])([F:28])[F:27])=[O:25].C(Cl)(Cl)Cl. (4) The reactants are: C(OC([N:8]1[CH2:13][CH2:12][CH:11]([NH:14][C:15]2[CH:20]=[C:19]([NH:21][C:22](=[O:24])[CH3:23])[N:18]=[C:17]([Cl:25])[N:16]=2)[CH2:10][CH2:9]1)=O)(C)(C)C. Given the product [ClH:25].[ClH:25].[Cl:25][C:17]1[N:18]=[C:19]([NH:21][C:22](=[O:24])[CH3:23])[CH:20]=[C:15]([NH:14][CH:11]2[CH2:12][CH2:13][NH:8][CH2:9][CH2:10]2)[N:16]=1, predict the reactants needed to synthesize it. (5) Given the product [NH2:14][C:13]1[C:12](=[N:11][NH:10][C:4]2[CH:5]=[CH:6][C:7]([O:32][CH3:18])=[C:2]([F:1])[CH:3]=2)[C:15]([NH2:16])=[N:34][N:33]=1, predict the reactants needed to synthesize it. The reactants are: [F:1][C:2]1[CH:3]=[C:4]([NH:10][N:11]=[C:12]([C:15]#[N:16])[C:13]#[N:14])[CH:5]=[CH:6][C:7]=1OC.F[C:18]1C=C(C=CC=1N)OC.C(#N)CC#N.[OH2:32].[NH2:33][NH2:34]. (6) Given the product [CH:19]([C:21]1[CH:26]=[CH:25][C:24](/[C:2](/[C:12]2[CH:17]=[CH:16][C:15]([F:18])=[CH:14][CH:13]=2)=[C:3](\[C:6]2[CH:11]=[CH:10][CH:9]=[CH:8][CH:7]=2)/[CH2:4][CH3:5])=[CH:23][CH:22]=1)=[O:20], predict the reactants needed to synthesize it. The reactants are: Br/[C:2](/[C:12]1[CH:17]=[CH:16][C:15]([F:18])=[CH:14][CH:13]=1)=[C:3](\[C:6]1[CH:11]=[CH:10][CH:9]=[CH:8][CH:7]=1)/[CH2:4][CH3:5].[CH:19]([C:21]1[CH:26]=[CH:25][C:24](B(O)O)=[CH:23][CH:22]=1)=[O:20].C(=O)([O-])[O-].[Na+].[Na+].